Dataset: NCI-60 drug combinations with 297,098 pairs across 59 cell lines. Task: Regression. Given two drug SMILES strings and cell line genomic features, predict the synergy score measuring deviation from expected non-interaction effect. (1) Drug 1: CCC1=C2CN3C(=CC4=C(C3=O)COC(=O)C4(CC)O)C2=NC5=C1C=C(C=C5)O. Drug 2: CC12CCC3C(C1CCC2O)C(CC4=C3C=CC(=C4)O)CCCCCCCCCS(=O)CCCC(C(F)(F)F)(F)F. Cell line: A498. Synergy scores: CSS=9.56, Synergy_ZIP=-2.80, Synergy_Bliss=-3.70, Synergy_Loewe=-14.4, Synergy_HSA=-3.71. (2) Drug 1: C1=CC(=C2C(=C1NCCNCCO)C(=O)C3=C(C=CC(=C3C2=O)O)O)NCCNCCO. Drug 2: C1=C(C(=O)NC(=O)N1)F. Cell line: UACC62. Synergy scores: CSS=55.1, Synergy_ZIP=-1.94, Synergy_Bliss=-1.86, Synergy_Loewe=5.99, Synergy_HSA=8.11.